Dataset: Reaction yield outcomes from USPTO patents with 853,638 reactions. Task: Predict the reaction yield, written as a fraction of the theoretical maximum amount of product (1.0 means a 100% yield; for example, 0.34 means a 34% yield). The reactants are [Cl:1][C:2]1[C:7]([F:8])=[C:6]([NH:9][NH2:10])[N:5]=[C:4]([S:11][CH3:12])[N:3]=1.[CH:13]1([CH2:18][C@H:19]([CH2:23][N:24]([CH:32]=[O:33])[O:25][CH:26]2[CH2:31][CH2:30][CH2:29][CH2:28][O:27]2)[C:20](O)=[O:21])[CH2:17][CH2:16][CH2:15][CH2:14]1.C1C=NC2N(O)N=NC=2C=1.CCN=C=NCCCN(C)C.Cl.CN1CCOCC1. The catalyst is CN(C=O)C. The product is [Cl:1][C:2]1[N:3]=[C:4]([S:11][CH3:12])[N:5]=[C:6]([NH:9][NH:10][C:20](=[O:21])[C@H:19]([CH2:18][CH:13]2[CH2:14][CH2:15][CH2:16][CH2:17]2)[CH2:23][N:24]([O:25][CH:26]2[CH2:31][CH2:30][CH2:29][CH2:28][O:27]2)[CH:32]=[O:33])[C:7]=1[F:8]. The yield is 0.560.